This data is from Forward reaction prediction with 1.9M reactions from USPTO patents (1976-2016). The task is: Predict the product of the given reaction. (1) Given the reactants [C:1]1([C:27]2[CH:32]=[CH:31][CH:30]=[CH:29][CH:28]=2)[CH:6]=[CH:5][C:4]([C:7]2[N:12]=[C:11]3[N:13]=[C:14]([O:16][C@H:17]4[CH2:22][O:21][C@H:20]([CH2:23][OH:24])[C@@H:19]([OH:25])[CH2:18]4)[NH:15][C:10]3=[CH:9][C:8]=2[Cl:26])=[CH:3][CH:2]=1.C(N([CH2:38][CH3:39])CC)C.[Si:40](Cl)([CH2:45][CH3:46])([CH2:43][CH3:44])[CH2:41][CH3:42].C(=O)(O)[O-].[Na+].[CH3:53][Si:54]([CH2:57][CH2:58][O:59][CH2:60]Cl)([CH3:56])[CH3:55], predict the reaction product. The product is: [C:1]1([C:27]2[CH:32]=[CH:31][CH:30]=[CH:29][CH:28]=2)[CH:2]=[CH:3][C:4]([C:7]2[N:12]=[C:11]3[N:13]=[C:14]([O:16][C@@H:17]4[CH2:18][C@H:19]([O:25][Si:40]([CH2:45][CH3:46])([CH2:43][CH3:44])[CH2:41][CH3:42])[C@@H:20]([CH2:23][O:24][Si:40]([CH2:38][CH3:39])([CH2:43][CH3:44])[CH2:41][CH3:42])[O:21][CH2:22]4)[N:15]([CH2:60][O:59][CH2:58][CH2:57][Si:54]([CH3:56])([CH3:55])[CH3:53])[C:10]3=[CH:9][C:8]=2[Cl:26])=[CH:5][CH:6]=1. (2) Given the reactants Cl[CH2:2][O:3][CH2:4][C:5]1[CH:10]=[CH:9][CH:8]=[CH:7][CH:6]=1.[NH:11]1[CH:15]=[CH:14][CH:13]=[N:12]1, predict the reaction product. The product is: [CH2:4]([O:3][CH2:2][N:11]1[CH:15]=[CH:14][CH:13]=[N:12]1)[C:5]1[CH:10]=[CH:9][CH:8]=[CH:7][CH:6]=1. (3) Given the reactants [F:1][C:2]1[CH:7]=[CH:6][C:5]([S:8]([NH:11][C:12]2[CH:17]=[CH:16][CH:15]=[CH:14][C:13]=2[CH:18]2[C:27]([CH3:29])([CH3:28])[CH2:26][C:25]3[C:20](=[CH:21][CH:22]=[C:23]([C:30]([O:32]C)=[O:31])[CH:24]=3)[NH:19]2)(=[O:10])=[O:9])=[CH:4][CH:3]=1.[OH-].[Na+], predict the reaction product. The product is: [F:1][C:2]1[CH:7]=[CH:6][C:5]([S:8]([NH:11][C:12]2[CH:17]=[CH:16][CH:15]=[CH:14][C:13]=2[CH:18]2[C:27]([CH3:28])([CH3:29])[CH2:26][C:25]3[C:20](=[CH:21][CH:22]=[C:23]([C:30]([OH:32])=[O:31])[CH:24]=3)[NH:19]2)(=[O:10])=[O:9])=[CH:4][CH:3]=1.